This data is from Peptide-MHC class I binding affinity with 185,985 pairs from IEDB/IMGT. The task is: Regression. Given a peptide amino acid sequence and an MHC pseudo amino acid sequence, predict their binding affinity value. This is MHC class I binding data. (1) The peptide sequence is NSDDYTADE. The MHC is HLA-B15:01 with pseudo-sequence HLA-B15:01. The binding affinity (normalized) is 0.0847. (2) The peptide sequence is EEREIPERSW. The MHC is HLA-B44:02 with pseudo-sequence HLA-B44:02. The binding affinity (normalized) is 0.612.